This data is from Forward reaction prediction with 1.9M reactions from USPTO patents (1976-2016). The task is: Predict the product of the given reaction. (1) Given the reactants [CH:1]1([C@H:7]([NH:15][C:16]([C:18]2[CH:23]=[CH:22][C:21]([S:24]([CH3:27])(=[O:26])=[O:25])=[CH:20][C:19]=2[N+:28]([O-])=O)=[O:17])[C:8]([O:10][C:11]([CH3:14])([CH3:13])[CH3:12])=[O:9])[CH2:6][CH2:5][CH2:4][CH2:3][CH2:2]1, predict the reaction product. The product is: [NH2:28][C:19]1[CH:20]=[C:21]([S:24]([CH3:27])(=[O:26])=[O:25])[CH:22]=[CH:23][C:18]=1[C:16]([NH:15][C@@H:7]([CH:1]1[CH2:2][CH2:3][CH2:4][CH2:5][CH2:6]1)[C:8]([O:10][C:11]([CH3:13])([CH3:14])[CH3:12])=[O:9])=[O:17]. (2) Given the reactants [N+:1]([C:4]1[CH:9]=[CH:8][CH:7]=[CH:6][C:5]=1[S:10]([N:13]([CH2:26][C:27]1[CH:32]=[CH:31][C:30](/[N:33]=[CH:34]/[C:35]2[S:36][CH:37]=[C:38]([C:40]3[CH:45]=[CH:44][CH:43]=[CH:42][CH:41]=3)[N:39]=2)=[CH:29][CH:28]=1)[C:14]1[CH:19]=[CH:18][C:17]([CH2:20][CH2:21][C:22]([O:24][CH3:25])=[O:23])=[CH:16][CH:15]=1)(=[O:12])=[O:11])([O-:3])=[O:2].C(O[BH-](OC(=O)C)OC(=O)C)(=O)C.[Na+].[CH:60](=O)[CH2:61][CH3:62].C(=O)([O-])O.[Na+], predict the reaction product. The product is: [N+:1]([C:4]1[CH:9]=[CH:8][CH:7]=[CH:6][C:5]=1[S:10]([N:13]([CH2:26][C:27]1[CH:32]=[CH:31][C:30]([N:33]([CH2:34][C:35]2[S:36][CH:37]=[C:38]([C:40]3[CH:41]=[CH:42][CH:43]=[CH:44][CH:45]=3)[N:39]=2)[CH2:60][CH2:61][CH3:62])=[CH:29][CH:28]=1)[C:14]1[CH:19]=[CH:18][C:17]([CH2:20][CH2:21][C:22]([O:24][CH3:25])=[O:23])=[CH:16][CH:15]=1)(=[O:12])=[O:11])([O-:3])=[O:2]. (3) Given the reactants Cl[C:2]1[C:21]([C:22]2[N:26](C3CCCCO3)[N:25]=[CH:24][CH:23]=2)=[CH:20][C:5]([C:6]([NH:8][C:9]2[CH:14]=[CH:13][C:12]([O:15][C:16]([Cl:19])([F:18])[F:17])=[CH:11][CH:10]=2)=[O:7])=[CH:4][N:3]=1.[F:33][C@@H:34]1[CH2:38][NH:37][CH2:36][C@H:35]1[NH:39]C(=O)OC(C)(C)C, predict the reaction product. The product is: [NH2:39][C@H:35]1[C@H:34]([F:33])[CH2:38][N:37]([C:2]2[C:21]([C:22]3[NH:26][N:25]=[CH:24][CH:23]=3)=[CH:20][C:5]([C:6]([NH:8][C:9]3[CH:14]=[CH:13][C:12]([O:15][C:16]([Cl:19])([F:17])[F:18])=[CH:11][CH:10]=3)=[O:7])=[CH:4][N:3]=2)[CH2:36]1. (4) Given the reactants [F:1][C:2]1[C:7]([F:8])=[CH:6][C:5]([C:9]2(O)[C:17]3[C:12](=[CH:13][CH:14]=[CH:15][CH:16]=3)[N:11]([CH:18]([C:25]3[CH:30]=[CH:29][CH:28]=[CH:27][CH:26]=3)[C:19]3[CH:24]=[CH:23][CH:22]=[CH:21][CH:20]=3)[C:10]2=[O:31])=[C:4]([OH:33])[CH:3]=1.C([SiH](CC)CC)C, predict the reaction product. The product is: [F:1][C:2]1[C:7]([F:8])=[CH:6][C:5]([CH:9]2[C:17]3[C:12](=[CH:13][CH:14]=[CH:15][CH:16]=3)[N:11]([CH:18]([C:25]3[CH:26]=[CH:27][CH:28]=[CH:29][CH:30]=3)[C:19]3[CH:24]=[CH:23][CH:22]=[CH:21][CH:20]=3)[C:10]2=[O:31])=[C:4]([OH:33])[CH:3]=1. (5) Given the reactants [OH:1][CH:2]([CH2:24][OH:25])[CH2:3][O:4][C:5](=[O:23])[CH2:6][CH2:7][CH2:8][CH2:9][CH2:10][CH2:11][CH2:12]/[CH:13]=[CH:14]\[CH2:15][CH2:16][CH2:17][CH2:18][CH2:19][CH2:20][CH2:21][CH3:22].[C:26]1([C:32](Cl)([C:39]2[CH:44]=[CH:43][CH:42]=[CH:41][CH:40]=2)[C:33]2[CH:38]=[CH:37][CH:36]=[CH:35][CH:34]=2)[CH:31]=[CH:30][CH:29]=[CH:28][CH:27]=1, predict the reaction product. The product is: [OH:1][CH:2]([CH2:24][O:25][C:32]([C:26]1[CH:31]=[CH:30][CH:29]=[CH:28][CH:27]=1)([C:39]1[CH:40]=[CH:41][CH:42]=[CH:43][CH:44]=1)[C:33]1[CH:34]=[CH:35][CH:36]=[CH:37][CH:38]=1)[CH2:3][O:4][C:5](=[O:23])[CH2:6][CH2:7][CH2:8][CH2:9][CH2:10][CH2:11][CH2:12]/[CH:13]=[CH:14]\[CH2:15][CH2:16][CH2:17][CH2:18][CH2:19][CH2:20][CH2:21][CH3:22]. (6) The product is: [CH:25]1([N:24]([CH:18]2[CH2:19][CH2:20][CH2:21][CH2:22][CH2:23]2)[CH2:2][CH2:3][CH:4]2[CH2:5][CH2:6][CH:7]([NH:10][C:11](=[O:17])[O:12][CH2:13][CH2:16][CH2:31][CH3:32])[CH2:8][CH2:9]2)[CH2:26][CH2:27][CH2:28][CH2:29][CH2:30]1. Given the reactants O=[CH:2][CH2:3][CH:4]1[CH2:9][CH2:8][CH:7]([NH:10][C:11](=[O:17])[O:12][C:13]([CH3:16])(C)C)[CH2:6][CH2:5]1.[CH:18]1([NH:24][CH:25]2[CH2:30][CH2:29][CH2:28][CH2:27][CH2:26]2)[CH2:23][CH2:22][CH2:21][CH2:20][CH2:19]1.[C:31](O[BH-](OC(=O)C)OC(=O)C)(=O)[CH3:32].[Na+], predict the reaction product.